Dataset: Forward reaction prediction with 1.9M reactions from USPTO patents (1976-2016). Task: Predict the product of the given reaction. (1) Given the reactants [O:1]=[S:2]1(=[O:18])[CH2:6][CH2:5][CH2:4][N:3]1[C:7]1[CH:15]=[CH:14][C:10]([C:11]([OH:13])=O)=[CH:9][C:8]=1[O:16][CH3:17].Cl.[NH:20]1[CH2:25][CH2:24][CH:23]([C:26]([C:28]2[CH:33]=[CH:32][C:31]([CH3:34])=[CH:30][CH:29]=2)=[O:27])[CH2:22][CH2:21]1.CN1CCOCC1.O.[Cl-].COC1N=C(OC)N=C([N+]2(C)CCOCC2)N=1, predict the reaction product. The product is: [O:18]=[S:2]1(=[O:1])[CH2:6][CH2:5][CH2:4][N:3]1[C:7]1[CH:15]=[CH:14][C:10]([C:11]([N:20]2[CH2:25][CH2:24][CH:23]([C:26](=[O:27])[C:28]3[CH:29]=[CH:30][C:31]([CH3:34])=[CH:32][CH:33]=3)[CH2:22][CH2:21]2)=[O:13])=[CH:9][C:8]=1[O:16][CH3:17]. (2) Given the reactants CC(S[CH:5]1[CH:9]2[O:10][C:11]([CH3:14])([CH3:13])[O:12][CH:8]2[O:7][CH:6]1[CH:15]1[O:19][C:18]([CH3:21])([CH3:20])[O:17][CH2:16]1)=O, predict the reaction product. The product is: [CH3:20][C:18]1([CH3:21])[O:19][C@@H:15]([C@H:6]2[O:7][C@@H:8]3[O:12][C:11]([CH3:14])([CH3:13])[O:10][C@@H:9]3[CH2:5]2)[CH2:16][O:17]1. (3) Given the reactants [NH2:1][C:2]1[N:6]([C:7]2[C:12]([Cl:13])=[CH:11][C:10]([C:14]([F:17])([F:16])[F:15])=[CH:9][C:8]=2[Cl:18])[N:5]=[C:4]([CH:19]=[N:20][OH:21])[C:3]=1[S:22]([CH3:24])=[O:23].[O-]CC.[Na+].[C:29](#[N:32])[CH:30]=[CH2:31], predict the reaction product. The product is: [C:29]([CH2:30][CH2:31][O:21][N:20]=[CH:19][C:4]1[C:3]([S:22]([CH3:24])=[O:23])=[C:2]([NH2:1])[N:6]([C:7]2[C:12]([Cl:13])=[CH:11][C:10]([C:14]([F:17])([F:16])[F:15])=[CH:9][C:8]=2[Cl:18])[N:5]=1)#[N:32]. (4) Given the reactants [CH2:1]([N:3]1[C:12]2[CH:11]=[C:10]3[O:13][CH2:14][O:15][C:9]3=[CH:8][C:7]=2[C:6](=[O:16])[C:5]([C:17]([OH:19])=[O:18])=[CH:4]1)[CH3:2].OS(O)(=O)=O.[N+:25]([O-])([O-:27])=[O:26].[K+], predict the reaction product. The product is: [CH2:1]([N:3]1[C:12]2[CH:11]=[C:10]3[O:13][CH2:14][O:15][C:9]3=[C:8]([N+:25]([O-:27])=[O:26])[C:7]=2[C:6](=[O:16])[C:5]([C:17]([OH:19])=[O:18])=[CH:4]1)[CH3:2]. (5) Given the reactants [NH:1]1[C:5]2=[CH:6][N:7]=[CH:8][CH:9]=[C:4]2[CH:3]=[N:2]1.O(Br)[Br:11].[Na].BrBr.[OH-].[Na+].[Cl-].[NH4+], predict the reaction product. The product is: [Br:11][C:3]1[C:4]2[C:5](=[CH:6][N:7]=[CH:8][CH:9]=2)[NH:1][N:2]=1. (6) Given the reactants C(OC([N:8]1[CH2:12][CH2:11][S:10][CH:9]1[C:13]([OH:15])=O)=O)(C)(C)C.C1C=CC(/C(/C2C=CC([N+]([O-])=O)=CC=2)=N/O)=CC=1.[C:34]1([C:44]2[CH:49]=[CH:48][CH:47]=[CH:46][CH:45]=2)[CH:39]=[CH:38][C:37]([S:40](Cl)(=[O:42])=[O:41])=[CH:36][CH:35]=1.[F:50][C:51]1[CH:56]=[CH:55][CH:54]=[CH:53][C:52]=1[CH2:57][NH2:58], predict the reaction product. The product is: [C:34]1([C:44]2[CH:49]=[CH:48][CH:47]=[CH:46][CH:45]=2)[CH:39]=[CH:38][C:37]([S:40]([C:9]2([C:13]([NH:58][CH2:57][C:52]3[CH:53]=[CH:54][CH:55]=[CH:56][C:51]=3[F:50])=[O:15])[NH:8][CH2:12][CH2:11][S:10]2)(=[O:42])=[O:41])=[CH:36][CH:35]=1. (7) Given the reactants [CH2:1]([O:8][C:9]([N:11]1[CH2:15][CH2:14][C:13]([CH:17]([NH2:19])[CH3:18])([OH:16])[CH2:12]1)=[O:10])[C:2]1[CH:7]=[CH:6][CH:5]=[CH:4][CH:3]=1.[CH:20](=O)[C:21]1[C:22](=[CH:24][CH:25]=[CH:26][CH:27]=1)[OH:23], predict the reaction product. The product is: [CH2:1]([O:8][C:9]([N:11]1[CH2:15][CH2:14][C:13]([OH:16])([CH:17]([N:19]=[CH:20][C:21]2[CH:27]=[CH:26][CH:25]=[CH:24][C:22]=2[OH:23])[CH3:18])[CH2:12]1)=[O:10])[C:2]1[CH:7]=[CH:6][CH:5]=[CH:4][CH:3]=1.